From a dataset of Reaction yield outcomes from USPTO patents with 853,638 reactions. Predict the reaction yield, written as a fraction of the theoretical maximum amount of product (1.0 means a 100% yield; for example, 0.34 means a 34% yield). (1) The catalyst is C(Cl)Cl. The product is [NH2:11][C@@H:9]([CH3:10])[C:8]([N:7]([C@@H:5]([CH3:6])[CH:4]([O:41][CH2:42][CH3:43])[O:3][CH2:1][CH3:2])[CH2:30][C:31]1[CH:32]=[CH:33][CH:34]=[C:35]2[C:40]=1[N:39]=[CH:38][CH:37]=[CH:36]2)=[O:29]. The yield is 0.730. The reactants are [CH2:1]([O:3][CH:4]([O:41][CH2:42][CH3:43])[C@@H:5]([N:7]([CH2:30][C:31]1[CH:32]=[CH:33][CH:34]=[C:35]2[C:40]=1[N:39]=[CH:38][CH:37]=[CH:36]2)[C:8](=[O:29])[C@@H:9]([NH:11]C(=O)OCC1C2C=CC=CC=2C2C1=CC=CC=2)[CH3:10])[CH3:6])[CH3:2].N1CCCCC1.CC(=O)OCC.CO. (2) The reactants are [Br:1][C:2]1[C:3](Cl)=[N:4][C:5]([Cl:8])=[N:6][CH:7]=1.[NH2:10][C:11]1[CH:16]=[CH:15][CH:14]=[CH:13][C:12]=1[C:17](=[O:19])[CH3:18].C(=O)(O)[O-].[Na+]. The catalyst is CCO.C1COCC1. The product is [Br:1][C:2]1[C:3]([NH:10][C:11]2[CH:16]=[CH:15][CH:14]=[CH:13][C:12]=2[C:17](=[O:19])[CH3:18])=[N:4][C:5]([Cl:8])=[N:6][CH:7]=1. The yield is 0.470. (3) The product is [NH2:5][C:4]1[C:3]2[C:2](=[CH:9][CH:8]=[C:7]([Cl:10])[CH:6]=2)[N:1]=[CH:12][N:14]=1. The reactants are [NH2:1][C:2]1[CH:9]=[CH:8][C:7]([Cl:10])=[CH:6][C:3]=1[C:4]#[N:5].O.[CH:12]([NH2:14])=O. The yield is 0.950. No catalyst specified. (4) The reactants are [CH3:1][C:2]1[CH:3]=[C:4]([CH:30]=[C:31]([CH3:33])[CH:32]=1)[O:5][C:6]1[CH:11]=[CH:10][C:9]([CH2:12][OH:13])=[CH:8][C:7]=1[S:14]([N:17]1[CH2:22][CH2:21][N:20](C(OC(C)(C)C)=O)[CH2:19][CH2:18]1)(=[O:16])=[O:15].[ClH:34]. The catalyst is O1CCOCC1. The product is [ClH:34].[CH3:33][C:31]1[CH:30]=[C:4]([CH:3]=[C:2]([CH3:1])[CH:32]=1)[O:5][C:6]1[CH:11]=[CH:10][C:9]([CH2:12][OH:13])=[CH:8][C:7]=1[S:14]([N:17]1[CH2:22][CH2:21][NH:20][CH2:19][CH2:18]1)(=[O:16])=[O:15]. The yield is 0.855. (5) The reactants are [F:1][C:2]([F:11])([F:10])[C:3]1[C:4](=O)[NH:5][N:6]=[CH:7][CH:8]=1.O=P(Cl)(Cl)[Cl:14]. No catalyst specified. The product is [Cl:14][C:4]1[N:5]=[N:6][CH:7]=[CH:8][C:3]=1[C:2]([F:11])([F:10])[F:1]. The yield is 0.340. (6) The reactants are [Br:1][C:2]1[CH:14]=[CH:13][C:5]([O:6][CH:7]2[CH2:11][NH:10][CH2:9][CH:8]2[OH:12])=[C:4]([O:15][CH3:16])[CH:3]=1.C=O.[C:19](O[BH-](OC(=O)C)OC(=O)C)(=O)C.[Na+].C(O)(=O)C. The catalyst is ClC(Cl)C.C(=O)(O)[O-].[Na+]. The product is [Br:1][C:2]1[CH:14]=[CH:13][C:5]([O:6][C@@H:7]2[CH2:11][N:10]([CH3:19])[CH2:9][C@H:8]2[OH:12])=[C:4]([O:15][CH3:16])[CH:3]=1. The yield is 0.950. (7) The reactants are [CH:1]1([CH2:6][CH:7]([C:11]2[CH:16]=[CH:15][C:14]([S:17]([CH3:20])(=[O:19])=[O:18])=[CH:13][CH:12]=2)[C:8]([OH:10])=O)[CH2:5][CH2:4][CH2:3][CH2:2]1.C(Cl)(=O)C(Cl)=O.C(N(CC)C(C)C)(C)C.[NH2:36][C:37]1[CH:46]=[CH:45][C:44]2[C:39](=[CH:40][CH:41]=[CH:42][CH:43]=2)[N:38]=1. The catalyst is C(Cl)Cl.CN(C)C=O.O1CCCC1. The product is [CH:1]1([CH2:6][CH:7]([C:11]2[CH:16]=[CH:15][C:14]([S:17]([CH3:20])(=[O:19])=[O:18])=[CH:13][CH:12]=2)[C:8]([NH:36][C:37]2[CH:46]=[CH:45][C:44]3[C:39](=[CH:40][CH:41]=[CH:42][CH:43]=3)[N:38]=2)=[O:10])[CH2:2][CH2:3][CH2:4][CH2:5]1. The yield is 0.680. (8) The reactants are C([O-])([O-])=O.[K+].[K+].[Cl:7][C:8]1[CH:9]=[CH:10][C:11](I)=[C:12]([CH:17]=1)[C:13]([O:15][CH3:16])=[O:14].N#N.C([O:24][CH2:25][C:26]1[O:30][N:29]=[C:28]([CH3:31])[C:27]=1B1OC(C)(C)C(C)(C)O1)(=O)C.C[O-].[Na+]. The catalyst is O1CCOCC1.CO.C1C=CC(P(C2C=CC=CC=2)[C-]2C=CC=C2)=CC=1.C1C=CC(P(C2C=CC=CC=2)[C-]2C=CC=C2)=CC=1.Cl[Pd]Cl.[Fe+2].C(Cl)Cl.O. The product is [Cl:7][C:8]1[CH:9]=[CH:10][C:11]([C:27]2[C:28]([CH3:31])=[N:29][O:30][C:26]=2[CH2:25][OH:24])=[C:12]([CH:17]=1)[C:13]([O:15][CH3:16])=[O:14]. The yield is 0.592.